This data is from Reaction yield outcomes from USPTO patents with 853,638 reactions. The task is: Predict the reaction yield, written as a fraction of the theoretical maximum amount of product (1.0 means a 100% yield; for example, 0.34 means a 34% yield). The reactants are [CH:1]1([NH2:4])[CH2:3][CH2:2]1.[Cl:5][C:6]1[N:7]=[C:8]([C:13]([NH:15][CH:16]2[CH2:21][CH2:20][N:19]([C:22]([O:24][C:25]([CH3:28])([CH3:27])[CH3:26])=[O:23])[CH2:18][C:17]2=O)=[O:14])[NH:9][C:10]=1[CH2:11][CH3:12].C([BH3-])#N.[Na+].C(O)(=O)C. The catalyst is O1CCCC1. The product is [Cl:5][C:6]1[N:7]=[C:8]([C:13]([NH:15][C@@H:16]2[CH2:21][CH2:20][N:19]([C:22]([O:24][C:25]([CH3:26])([CH3:28])[CH3:27])=[O:23])[CH2:18][C@H:17]2[NH:4][CH:1]2[CH2:3][CH2:2]2)=[O:14])[NH:9][C:10]=1[CH2:11][CH3:12]. The yield is 0.150.